From a dataset of HIV replication inhibition screening data with 41,000+ compounds from the AIDS Antiviral Screen. Binary Classification. Given a drug SMILES string, predict its activity (active/inactive) in a high-throughput screening assay against a specified biological target. (1) The compound is COc1ccc(C(CC(=O)O)c2ccccc2)cc1. The result is 0 (inactive). (2) The molecule is Clc1ccc(SCCCCCCCCCCSc2ccc(Cl)cc2)cc1. The result is 0 (inactive). (3) The compound is COC(=O)c1c(C(=O)OC)c(C(c2ccccc2)c2ccccc2)n(-c2ccccc2)c1Cl. The result is 0 (inactive). (4) The result is 0 (inactive). The compound is C=CCC12CCC(O)C1(C)CCC(=O)C2=NN. (5) The drug is CC(O)c1ccc[n+](Cc2ccccc2)c1.[Cl-]. The result is 0 (inactive).